The task is: Predict the reactants needed to synthesize the given product.. This data is from Retrosynthesis with 50K atom-mapped reactions and 10 reaction types from USPTO. (1) Given the product COc1ccc(CS[C@H]2CN[C@H](CCC(=O)c3ccc(F)cc3)C2)cc1, predict the reactants needed to synthesize it. The reactants are: COc1ccc(CS[C@@H]2C[C@@H](CCC(=O)c3ccc(F)cc3)N(C(=O)OC(C)(C)C)C2)cc1. (2) Given the product CN(C)CCN1Cc2cc(/C=C/C(=O)OC(C)(C)C)cnc2NC1=O, predict the reactants needed to synthesize it. The reactants are: C=CC(=O)OC(C)(C)C.CN(C)CCN1Cc2cc(Br)cnc2NC1=O. (3) Given the product CC(C)(C)C(=O)Nc1ccccc1-c1c2ccc(n2)c(-c2ccccc2NC(=O)C(C)(C)C)c2cc(CO)c([nH]2)c(-c2ccccc2NC(=O)C(C)(C)C)c2ccc(n2)c(-c2ccccc2NC(=O)C(C)(C)C)c2ccc1[nH]2, predict the reactants needed to synthesize it. The reactants are: CC(C)(C)C(=O)Nc1ccccc1-c1c2ccc(n2)c(-c2ccccc2NC(=O)C(C)(C)C)c2cc(C=O)c([nH]2)c(-c2ccccc2NC(=O)C(C)(C)C)c2ccc(n2)c(-c2ccccc2NC(=O)C(C)(C)C)c2ccc1[nH]2. (4) Given the product O=C(O)C[C@H]1CCCCN1C(=O)C=Cc1c(-c2ccccc2)nn2ccccc12, predict the reactants needed to synthesize it. The reactants are: COC(=O)C[C@H]1CCCCN1C(=O)C=Cc1c(-c2ccccc2)nn2ccccc12. (5) The reactants are: NC1CCCCC1.O=C(Cl)c1cc([N+](=O)[O-])c(Sc2c(Cl)cncc2Cl)s1. Given the product O=C(NC1CCCCC1)c1cc([N+](=O)[O-])c(Sc2c(Cl)cncc2Cl)s1, predict the reactants needed to synthesize it. (6) The reactants are: CC(=O)Nc1cccc(C=O)c1.O=C1CC(c2ccccc2)Oc2ccccc21. Given the product CC(=O)Nc1cccc(C=C2C(=O)c3ccccc3OC2c2ccccc2)c1, predict the reactants needed to synthesize it. (7) The reactants are: O=C1c2c(Cl)cc(Br)cc2CN1Cc1ccc(Cl)cc1.OCC(F)F. Given the product O=C1c2c(Cl)cc(OCC(F)F)cc2CN1Cc1ccc(Cl)cc1, predict the reactants needed to synthesize it. (8) Given the product Cc1ccc(-c2cc(Br)ccc2OCc2ccc(Cl)c(Cl)c2)n1-c1cccc(C(=O)O)c1, predict the reactants needed to synthesize it. The reactants are: CCOC(=O)c1cccc(-n2c(C)ccc2-c2cc(Br)ccc2OCc2ccc(Cl)c(Cl)c2)c1.